Predict which catalyst facilitates the given reaction. From a dataset of Catalyst prediction with 721,799 reactions and 888 catalyst types from USPTO. (1) Reactant: [CH3:1][O:2][CH:3]([O:15][CH3:16])[C:4]1[CH:5]=[C:6]([CH:8]=[C:9]([C:11]([F:14])([F:13])[F:12])[CH:10]=1)[NH2:7].C(N(CC)CC)C.[CH3:24][C:25]([O:28][C:29](O[C:29]([O:28][C:25]([CH3:27])([CH3:26])[CH3:24])=[O:30])=[O:30])([CH3:27])[CH3:26]. Product: [CH3:16][O:15][CH:3]([O:2][CH3:1])[C:4]1[CH:5]=[C:6]([NH:7][C:29](=[O:30])[O:28][C:25]([CH3:27])([CH3:26])[CH3:24])[CH:8]=[C:9]([C:11]([F:12])([F:13])[F:14])[CH:10]=1. The catalyst class is: 5. (2) Reactant: CS(O[CH:6]1[CH2:11][CH2:10][N:9]([C:12]([O:14][C:15]([CH3:18])([CH3:17])[CH3:16])=[O:13])[CH2:8][CH2:7]1)(=O)=O.[F:19][C:20]1[CH:25]=[CH:24][C:23]([SH:26])=[CH:22][CH:21]=1.C([O-])([O-])=O.[K+].[K+]. Product: [F:19][C:20]1[CH:25]=[CH:24][C:23]([S:26][CH:6]2[CH2:7][CH2:8][N:9]([C:12]([O:14][C:15]([CH3:16])([CH3:17])[CH3:18])=[O:13])[CH2:10][CH2:11]2)=[CH:22][CH:21]=1. The catalyst class is: 10. (3) Reactant: Br[C:2]1[CH:3]=[CH:4][C:5]([C:8]2[CH:13]=[CH:12][C:11]([N:14]3[C:26]4[CH:25]=[CH:24][CH:23]=[CH:22][C:21]=4[C:20]4[C:15]3=[CH:16][CH:17]=[CH:18][CH:19]=4)=[CH:10][CH:9]=2)=[N:6][CH:7]=1.[B:27]1([B:27]2[O:31][C:30]([CH3:33])([CH3:32])[C:29]([CH3:35])([CH3:34])[O:28]2)[O:31][C:30]([CH3:33])([CH3:32])[C:29]([CH3:35])([CH3:34])[O:28]1.C([O-])(=O)C.[K+]. Product: [CH3:34][C:29]1([CH3:35])[C:30]([CH3:33])([CH3:32])[O:31][B:27]([C:2]2[CH:3]=[CH:4][C:5]([C:8]3[CH:13]=[CH:12][C:11]([N:14]4[C:26]5[CH:25]=[CH:24][CH:23]=[CH:22][C:21]=5[C:20]5[C:15]4=[CH:16][CH:17]=[CH:18][CH:19]=5)=[CH:10][CH:9]=3)=[N:6][CH:7]=2)[O:28]1. The catalyst class is: 294. (4) Reactant: [CH2:1]([C@H:8]1[N:13]([C:14]([C:16]2[N:17]=[CH:18][N:19]([CH:27]3[CH2:34][CH2:33][CH2:32][CH2:31][C:28]43[O:30][CH2:29]4)[C:20]=2[C:21]2[CH:26]=[CH:25][CH:24]=[CH:23][CH:22]=2)=O)[CH2:12][CH2:11][N:10]([C:35]([O:37][C:38]([CH3:41])([CH3:40])[CH3:39])=[O:36])[CH2:9]1)[C:2]1[CH:7]=[CH:6][CH:5]=[CH:4][CH:3]=1.[OH2:42].[OH-:43].[Li+].C(=O)(O)[O-].[Na+]. Product: [CH2:1]([C@H:8]1[N:13]([C:14]([C:16]2[N:17]=[CH:18][N:19]([CH:27]3[CH2:34][CH2:33][CH2:32][CH2:31][C:28]3([OH:30])[CH2:29][OH:43])[C:20]=2[C:21]2[CH:26]=[CH:25][CH:24]=[CH:23][CH:22]=2)=[O:42])[CH2:12][CH2:11][N:10]([C:35]([O:37][C:38]([CH3:41])([CH3:40])[CH3:39])=[O:36])[CH2:9]1)[C:2]1[CH:7]=[CH:6][CH:5]=[CH:4][CH:3]=1. The catalyst class is: 3. (5) Reactant: [Cl:1][C:2]1[CH:3]=[C:4]2[C:8](=[CH:9][CH:10]=1)[NH:7][C:6]([C:11]([N:13]1[CH2:18][CH2:17][NH:16][CH:15]([CH3:19])[CH2:14]1)=[O:12])=[CH:5]2.[CH2:20]=O.[Na]. Product: [Cl:1][C:2]1[CH:3]=[C:4]2[C:8](=[CH:9][CH:10]=1)[NH:7][C:6]([C:11]([N:13]1[CH2:18][CH2:17][N:16]([CH3:20])[CH:15]([CH3:19])[CH2:14]1)=[O:12])=[CH:5]2. The catalyst class is: 411. (6) Reactant: [CH:1]1([NH:5][C:6](=[O:34])[NH:7][C:8]2[CH:32]=[CH:31][C:11]([C:12]([N:14]3[CH2:19][CH2:18][N:17]([CH2:20][C:21]4[N:26]=[C:25]([C:27]([O:29]C)=[O:28])[CH:24]=[CH:23][CH:22]=4)[CH2:16][CH2:15]3)=[O:13])=[CH:10][C:9]=2[F:33])[CH2:4][CH2:3][CH2:2]1.[OH-].[Na+:36]. Product: [CH:1]1([NH:5][C:6](=[O:34])[NH:7][C:8]2[CH:32]=[CH:31][C:11]([C:12]([N:14]3[CH2:19][CH2:18][N:17]([CH2:20][C:21]4[N:26]=[C:25]([C:27]([O-:29])=[O:28])[CH:24]=[CH:23][CH:22]=4)[CH2:16][CH2:15]3)=[O:13])=[CH:10][C:9]=2[F:33])[CH2:4][CH2:3][CH2:2]1.[Na+:36]. The catalyst class is: 5. (7) The catalyst class is: 20. Product: [CH2:15]([O:14][C:12]([N:3]1[C:2]([CH3:1])([C:22]([OH:24])=[O:23])[CH2:11][C:10]2[C:5](=[CH:6][CH:7]=[CH:8][CH:9]=2)[CH2:4]1)=[O:13])[C:16]1[CH:21]=[CH:20][CH:19]=[CH:18][CH:17]=1. Reactant: [CH3:1][C:2]1([C:22]([O:24]C)=[O:23])[CH2:11][C:10]2[C:5](=[CH:6][CH:7]=[CH:8][CH:9]=2)[CH2:4][N:3]1[C:12]([O:14][CH2:15][C:16]1[CH:21]=[CH:20][CH:19]=[CH:18][CH:17]=1)=[O:13].[OH-].[Li+].CO. (8) Reactant: [CH3:1][O:2][C:3](=[O:14])[C:4]1[CH:9]=[C:8]([N+:10]([O-:12])=[O:11])[CH:7]=[CH:6][C:5]=1F.[F:15][C:16]([F:30])([F:29])[C:17]1[CH:18]=[C:19]([CH:22]=[C:23]([C:25]([F:28])([F:27])[F:26])[CH:24]=1)[CH2:20][NH2:21].CCN(C(C)C)C(C)C. Product: [CH3:1][O:2][C:3](=[O:14])[C:4]1[CH:9]=[C:8]([N+:10]([O-:12])=[O:11])[CH:7]=[CH:6][C:5]=1[NH:21][CH2:20][C:19]1[CH:22]=[C:23]([C:25]([F:26])([F:27])[F:28])[CH:24]=[C:17]([C:16]([F:15])([F:29])[F:30])[CH:18]=1. The catalyst class is: 3. (9) Reactant: [Si:1]([O:18][CH:19]1[CH2:22][N:21]([C:23]2[S:24][CH:25]=[C:26]([CH2:28]O)[N:27]=2)[CH2:20]1)([C:14]([CH3:17])([CH3:16])[CH3:15])([C:8]1[CH:13]=[CH:12][CH:11]=[CH:10][CH:9]=1)[C:2]1[CH:7]=[CH:6][CH:5]=[CH:4][CH:3]=1.[C:30]1(=[O:40])[NH:34][C:33](=[O:35])[C:32]2=[CH:36][CH:37]=[CH:38][CH:39]=[C:31]12.C1(P(C2C=CC=CC=2)C2C=CC=CC=2)C=CC=CC=1.N(C(OCC)=O)=NC(OCC)=O.C1(C)C=CC=CC=1. Product: [Si:1]([O:18][CH:19]1[CH2:20][N:21]([C:23]2[S:24][CH:25]=[C:26]([CH2:28][N:34]3[C:30](=[O:40])[C:31]4=[CH:39][CH:38]=[CH:37][CH:36]=[C:32]4[C:33]3=[O:35])[N:27]=2)[CH2:22]1)([C:14]([CH3:17])([CH3:16])[CH3:15])([C:8]1[CH:9]=[CH:10][CH:11]=[CH:12][CH:13]=1)[C:2]1[CH:7]=[CH:6][CH:5]=[CH:4][CH:3]=1. The catalyst class is: 7.